Task: Predict the reaction yield, written as a fraction of the theoretical maximum amount of product (1.0 means a 100% yield; for example, 0.34 means a 34% yield).. Dataset: Reaction yield outcomes from USPTO patents with 853,638 reactions (1) The reactants are [Br:1][C:2]1[CH:16]=[C:15](/[CH:17]=[CH:18]/[CH:19]([C:24]2[CH:29]=[C:28]([Cl:30])[C:27]([Cl:31])=[C:26]([Cl:32])[CH:25]=2)[C:20]([F:23])([F:22])[F:21])[CH:14]=[CH:13][C:3]=1[C:4]([NH:6][CH:7]1[CH2:12][CH2:11][NH:10][CH2:9][CH2:8]1)=[O:5].[O:33]1[CH2:36][C:35](=O)[CH2:34]1.C(O)(=O)C.[BH3-]C#N.[Na+]. The catalyst is CO.C(OCC)(=O)C. The product is [Br:1][C:2]1[CH:16]=[C:15](/[CH:17]=[CH:18]/[CH:19]([C:24]2[CH:25]=[C:26]([Cl:32])[C:27]([Cl:31])=[C:28]([Cl:30])[CH:29]=2)[C:20]([F:23])([F:21])[F:22])[CH:14]=[CH:13][C:3]=1[C:4]([NH:6][CH:7]1[CH2:12][CH2:11][N:10]([CH:35]2[CH2:36][O:33][CH2:34]2)[CH2:9][CH2:8]1)=[O:5]. The yield is 0.230. (2) The reactants are BrC1C=C(C=CC=1C)N.[NH2:10][C:11]1[CH:12]=[CH:13][C:14]([CH3:27])=[C:15]([C:17]2[CH:22]=[CH:21][C:20]([C:23]([O:25][CH3:26])=[O:24])=[CH:19][CH:18]=2)[CH:16]=1.COC(C1C=CC(B(O)O)=CC=1)=O.C(=O)([O-])[O-].[Cs+].[Cs+]. The product is [NH2:10][C:11]1[CH:12]=[CH:13][C:14]([CH3:27])=[C:15]([C:17]2[CH:22]=[CH:21][C:20]([C:23]([O:25][CH3:26])=[O:24])=[CH:19][CH:18]=2)[CH:16]=1. The yield is 0.430. The catalyst is COCCOC.C1C=CC([P]([Pd]([P](C2C=CC=CC=2)(C2C=CC=CC=2)C2C=CC=CC=2)([P](C2C=CC=CC=2)(C2C=CC=CC=2)C2C=CC=CC=2)[P](C2C=CC=CC=2)(C2C=CC=CC=2)C2C=CC=CC=2)(C2C=CC=CC=2)C2C=CC=CC=2)=CC=1. (3) The reactants are [NH2:1][C:2]1[CH:3]=[C:4]([CH:21]=[CH:22][C:23]=1[F:24])[O:5][C:6]1[CH:7]=[CH:8][C:9]2[N:10]([CH:12]=[C:13]([NH:15][C:16]([CH:18]3[CH2:20][CH2:19]3)=[O:17])[N:14]=2)[N:11]=1.[CH3:25][C:26]1[O:30][N:29]=[CH:28][C:27]=1[C:31](Cl)=[O:32]. The catalyst is CN1CCCC1=O. The product is [CH:18]1([C:16]([NH:15][C:13]2[N:14]=[C:9]3[CH:8]=[CH:7][C:6]([O:5][C:4]4[CH:21]=[CH:22][C:23]([F:24])=[C:2]([NH:1][C:31]([C:27]5[CH:28]=[N:29][O:30][C:26]=5[CH3:25])=[O:32])[CH:3]=4)=[N:11][N:10]3[CH:12]=2)=[O:17])[CH2:20][CH2:19]1. The yield is 0.510.